Predict the reactants needed to synthesize the given product. From a dataset of Full USPTO retrosynthesis dataset with 1.9M reactions from patents (1976-2016). Given the product [ClH:1].[Cl:1][C:2]1[CH:3]=[C:4]([CH2:17][C:18]2[O:22][C:21]([C:23]([N:30]3[CH2:31][CH2:32][N:27]([CH3:26])[CH2:28][CH2:29]3)=[O:25])=[CH:20][CH:19]=2)[C:5]2[O:9][C:8]([C:10]3[CH:11]=[CH:12][CH:13]=[CH:14][CH:15]=3)=[CH:7][C:6]=2[CH:16]=1, predict the reactants needed to synthesize it. The reactants are: [Cl:1][C:2]1[CH:3]=[C:4]([CH2:17][C:18]2[O:22][C:21]([C:23]([OH:25])=O)=[CH:20][CH:19]=2)[C:5]2[O:9][C:8]([C:10]3[CH:15]=[CH:14][CH:13]=[CH:12][CH:11]=3)=[CH:7][C:6]=2[CH:16]=1.[CH3:26][N:27]1[CH2:32][CH2:31][NH:30][CH2:29][CH2:28]1.OC1C2N=NNC=2C=CC=1.CCN=C=NCCCN(C)C.